From a dataset of Full USPTO retrosynthesis dataset with 1.9M reactions from patents (1976-2016). Predict the reactants needed to synthesize the given product. Given the product [CH2:21]([O:23][C@@H:24]([CH2:30][C:31]1[CH:32]=[CH:33][C:34]([O:17][CH2:16]/[CH:15]=[C:14](/[C:11]2[CH:12]=[CH:13][C:8]([C:6]3[CH:7]=[C:2]([Cl:1])[CH:3]=[CH:4][C:5]=3[O:19][CH3:20])=[CH:9][CH:10]=2)\[CH3:18])=[CH:35][CH:36]=1)[C:25]([O:27][CH2:28][CH3:29])=[O:26])[CH3:22], predict the reactants needed to synthesize it. The reactants are: [Cl:1][C:2]1[CH:3]=[CH:4][C:5]([O:19][CH3:20])=[C:6]([C:8]2[CH:13]=[CH:12][C:11](/[C:14](/[CH3:18])=[CH:15]/[CH2:16][OH:17])=[CH:10][CH:9]=2)[CH:7]=1.[CH2:21]([O:23][C@@H:24]([CH2:30][C:31]1[CH:36]=[CH:35][C:34](O)=[CH:33][CH:32]=1)[C:25]([O:27][CH2:28][CH3:29])=[O:26])[CH3:22].